From a dataset of Catalyst prediction with 721,799 reactions and 888 catalyst types from USPTO. Predict which catalyst facilitates the given reaction. (1) Reactant: [F:1][C:2]1[CH:15]=[CH:14][CH:13]=[C:12]([N+:16]([O-])=O)[C:3]=1[C:4]([NH:6][C@H:7]([CH3:11])[C:8]([OH:10])=[O:9])=[O:5]. Product: [NH2:16][C:12]1[CH:13]=[CH:14][CH:15]=[C:2]([F:1])[C:3]=1[C:4]([NH:6][C@H:7]([CH3:11])[C:8]([OH:10])=[O:9])=[O:5]. The catalyst class is: 409. (2) Reactant: [CH2:1]([O:3][C:4]([C:6]1[S:18][C:17]2[C:8](=[C:9]3[C:14](=[CH:15][CH:16]=2)[N:13]=[CH:12][CH:11]=[CH:10]3)[C:7]=1[NH:19][CH2:20][C@H:21]([NH:23]C(OC(C)(C)C)=O)[CH3:22])=[O:5])[CH3:2]. Product: [NH2:23][C@H:21]([CH3:22])[CH2:20][NH:19][C:7]1[C:8]2=[C:9]3[C:14](=[CH:15][CH:16]=[C:17]2[S:18][C:6]=1[C:4]([O:3][CH2:1][CH3:2])=[O:5])[N:13]=[CH:12][CH:11]=[CH:10]3. The catalyst class is: 281. (3) Reactant: [OH:1][CH2:2][C:3]1[CH:4]=[C:5]([CH:9]([C:16]#[C:17][CH3:18])[CH2:10][C:11]([O:13][CH2:14][CH3:15])=[O:12])[CH:6]=[CH:7][CH:8]=1.[F:19][C:20]1[CH:25]=[CH:24][C:23]([O:26][CH3:27])=[CH:22][C:21]=1[C:28]1[CH:33]=[CH:32][C:31](O)=[CH:30][C:29]=1[CH2:35][C:36]([CH3:39])([CH3:38])[CH3:37].N(C(N1CCCCC1)=O)=NC(N1CCCCC1)=O.C(P(CCCC)CCCC)CCC. Product: [F:19][C:20]1[CH:25]=[CH:24][C:23]([O:26][CH3:27])=[CH:22][C:21]=1[C:28]1[CH:33]=[CH:32][C:31]([O:1][CH2:2][C:3]2[CH:4]=[C:5]([CH:9]([C:16]#[C:17][CH3:18])[CH2:10][C:11]([O:13][CH2:14][CH3:15])=[O:12])[CH:6]=[CH:7][CH:8]=2)=[CH:30][C:29]=1[CH2:35][C:36]([CH3:39])([CH3:38])[CH3:37]. The catalyst class is: 1. (4) Reactant: [NH2:1][C:2]1[C:7]([CH:8]=[CH2:9])=[C:6]([C:10]([O:12][CH3:13])=[O:11])[N:5]=[C:4]([C:14]2[CH:19]=[CH:18][C:17](Cl)=[C:16]([N:21]([CH3:23])[CH3:22])[C:15]=2[F:24])[N:3]=1.[CH:25](B1OC(C)(C)C(C)(C)O1)=[CH2:26].F[B-](F)(F)F.C1(P(C2CCCCC2)C2CCCCC2)CCCCC1.P([O-])([O-])([O-])=O.[K+].[K+].[K+]. Product: [NH2:1][C:2]1[C:7]([CH:8]=[CH2:9])=[C:6]([C:10]([O:12][CH3:13])=[O:11])[N:5]=[C:4]([C:14]2[CH:19]=[CH:18][C:17]([CH:25]=[CH2:26])=[C:16]([N:21]([CH3:23])[CH3:22])[C:15]=2[F:24])[N:3]=1. The catalyst class is: 706. (5) Reactant: [OH-].[NH3:2].[Cl:3][C:4]1[N:5]=[C:6](Cl)[C:7]2[CH:13]=[CH:12][N:11]=[C:10]([C:14]3[CH:19]=[CH:18][CH:17]=[C:16]([N+:20]([O-:22])=[O:21])[CH:15]=3)[C:8]=2[N:9]=1. Product: [Cl:3][C:4]1[N:5]=[C:6]([NH2:2])[C:7]2[CH:13]=[CH:12][N:11]=[C:10]([C:14]3[CH:19]=[CH:18][CH:17]=[C:16]([N+:20]([O-:22])=[O:21])[CH:15]=3)[C:8]=2[N:9]=1. The catalyst class is: 721.